The task is: Predict the reactants needed to synthesize the given product.. This data is from Full USPTO retrosynthesis dataset with 1.9M reactions from patents (1976-2016). Given the product [OH:17][C:10]1[C:11]2[C:12](=[O:16])[C:13]3[C:4](=[CH:3][C:2]([O:26][CH2:25][CH2:24][OH:27])=[CH:15][CH:14]=3)[O:5][C:6]=2[CH:7]=[C:8]([N:18]2[CH2:23][CH2:22][O:21][CH2:20][CH2:19]2)[CH:9]=1, predict the reactants needed to synthesize it. The reactants are: F[C:2]1[CH:3]=[C:4]2[C:13](=[CH:14][CH:15]=1)[C:12](=[O:16])[C:11]1[C:10]([OH:17])=[CH:9][C:8]([N:18]3[CH2:23][CH2:22][O:21][CH2:20][CH2:19]3)=[CH:7][C:6]=1[O:5]2.[CH2:24]([OH:27])[CH2:25][OH:26].[H-].[Na+].